This data is from Full USPTO retrosynthesis dataset with 1.9M reactions from patents (1976-2016). The task is: Predict the reactants needed to synthesize the given product. (1) Given the product [N:1]1[CH:6]=[CH:5][CH:4]=[CH:3][C:2]=1[CH2:7][N:8]1[CH2:13][CH2:12][N:11]([CH2:15][C:16]#[N:17])[CH2:10][CH2:9]1, predict the reactants needed to synthesize it. The reactants are: [N:1]1[CH:6]=[CH:5][CH:4]=[CH:3][C:2]=1[CH2:7][N:8]1[CH2:13][CH2:12][NH:11][CH2:10][CH2:9]1.Br[CH2:15][C:16]#[N:17]. (2) Given the product [F:1][C:2]1[CH:26]=[CH:25][C:24]([CH2:27][C:28]2[C:37]3[C:32](=[CH:33][CH:34]=[CH:35][CH:36]=3)[C:31](=[O:38])[NH:30][N:29]=2)=[CH:23][C:3]=1[C:4]([N:6]1[CH2:11][CH2:10][N:9]2[C:12]([C:19]([F:20])([F:21])[F:22])=[N:13][C:14]([C:15]([OH:17])=[O:16])=[C:8]2[CH2:7]1)=[O:5], predict the reactants needed to synthesize it. The reactants are: [F:1][C:2]1[CH:26]=[CH:25][C:24]([CH2:27][C:28]2[C:37]3[C:32](=[CH:33][CH:34]=[CH:35][CH:36]=3)[C:31](=[O:38])[NH:30][N:29]=2)=[CH:23][C:3]=1[C:4]([N:6]1[CH2:11][CH2:10][N:9]2[C:12]([C:19]([F:22])([F:21])[F:20])=[N:13][C:14]([C:15]([O:17]C)=[O:16])=[C:8]2[CH2:7]1)=[O:5].[OH-].[Na+].Cl. (3) Given the product [CH3:35][C:34]1[O:33][C:32]([C:36]2[CH:41]=[CH:40][CH:39]=[CH:38][CH:37]=2)=[N:31][C:30]=1[CH2:27]/[CH:28]=[CH:29]/[C:43]1[CH:58]=[CH:57][C:46]([O:47][C:48]2([C:52]([O:54][CH2:55][CH3:56])=[O:53])[CH2:51][CH2:50][CH2:49]2)=[CH:45][CH:44]=1, predict the reactants needed to synthesize it. The reactants are: C1C=CC(P(C2C=CC=CC=2)C2C=CC=CC=2)=CC=1.CCN(CC)CC.[CH2:27]([C:30]1[N:31]=[C:32]([C:36]2[CH:41]=[CH:40][CH:39]=[CH:38][CH:37]=2)[O:33][C:34]=1[CH3:35])[CH:28]=[CH2:29].I[C:43]1[CH:58]=[CH:57][C:46]([O:47][C:48]2([C:52]([O:54][CH2:55][CH3:56])=[O:53])[CH2:51][CH2:50][CH2:49]2)=[CH:45][CH:44]=1. (4) Given the product [Cl:1][C:2]1[C:7]([S:8]([NH:22][C:16]2[CH:17]=[N:18][C:19]([O:20][CH3:21])=[C:14]([O:13][CH3:12])[CH:15]=2)(=[O:10])=[O:9])=[CH:6][CH:5]=[CH:4][N:3]=1, predict the reactants needed to synthesize it. The reactants are: [Cl:1][C:2]1[C:7]([S:8](Cl)(=[O:10])=[O:9])=[CH:6][CH:5]=[CH:4][N:3]=1.[CH3:12][O:13][C:14]1[CH:15]=[C:16]([NH2:22])[CH:17]=[N:18][C:19]=1[O:20][CH3:21].N1C=CC=CC=1. (5) Given the product [C:47]([O:46][C:45]([NH:44][CH2:43][CH2:42][NH:1][C@:2]12[CH2:37][CH2:36][C@@H:35]([C:38]([CH3:40])=[CH2:39])[C@@H:3]1[C@@H:4]1[C@@:17]([CH3:20])([CH2:18][CH2:19]2)[C@@:16]2([CH3:21])[C@@H:7]([C@:8]3([CH3:34])[C@@H:13]([CH2:14][CH2:15]2)[C:12]([CH3:23])([CH3:22])[C:11]([C:24]2[CH:25]=[CH:26][C:27]([C:28]([OH:30])=[O:29])=[CH:32][CH:33]=2)=[CH:10][CH2:9]3)[CH2:6][CH2:5]1)=[O:51])([CH3:50])([CH3:49])[CH3:48], predict the reactants needed to synthesize it. The reactants are: [NH2:1][C@:2]12[CH2:37][CH2:36][C@@H:35]([C:38]([CH3:40])=[CH2:39])[C@@H:3]1[C@@H:4]1[C@@:17]([CH3:20])([CH2:18][CH2:19]2)[C@@:16]2([CH3:21])[C@@H:7]([C@:8]3([CH3:34])[C@@H:13]([CH2:14][CH2:15]2)[C:12]([CH3:23])([CH3:22])[C:11]([C:24]2[CH:33]=[CH:32][C:27]([C:28]([O:30]C)=[O:29])=[CH:26][CH:25]=2)=[CH:10][CH2:9]3)[CH2:6][CH2:5]1.O=[CH:42][CH2:43][NH:44][C:45](=[O:51])[O:46][C:47]([CH3:50])([CH3:49])[CH3:48].C(O[BH-](OC(=O)C)OC(=O)C)(=O)C.[Na+]. (6) Given the product [CH3:1][O:2][C:3]1[C:11]2[O:10][C:9]([CH2:12][CH2:13][NH:14][C:23](=[O:24])[O:25][CH2:26][CH3:27])=[CH:8][C:7]=2[CH:6]=[CH:5][CH:4]=1, predict the reactants needed to synthesize it. The reactants are: [CH3:1][O:2][C:3]1[C:11]2[O:10][C:9]([CH2:12][CH2:13][NH2:14])=[CH:8][C:7]=2[CH:6]=[CH:5][CH:4]=1.C(N(CC)CC)C.Cl[C:23]([O:25][CH2:26][CH3:27])=[O:24]. (7) Given the product [CH3:1][C:2]1([O:5][C:6]([N:8]2[CH2:9][CH2:10][CH:11]([NH:14][CH:21]3[CH2:23][CH2:22]3)[CH2:12][CH2:13]2)=[O:7])[CH2:4][CH2:3]1, predict the reactants needed to synthesize it. The reactants are: [CH3:1][C:2]1([O:5][C:6]([N:8]2[CH2:13][CH2:12][CH:11]([N:14]([CH:21]3[CH2:23][CH2:22]3)C(=O)C(F)(F)F)[CH2:10][CH2:9]2)=[O:7])[CH2:4][CH2:3]1.C(=O)([O-])[O-].[K+].[K+].